Dataset: Full USPTO retrosynthesis dataset with 1.9M reactions from patents (1976-2016). Task: Predict the reactants needed to synthesize the given product. Given the product [CH2:7]([O:6][C:4]([C:3]1[NH:14][C:10]([CH3:11])=[CH:9][CH:2]=1)=[O:5])[CH3:8], predict the reactants needed to synthesize it. The reactants are: O=[C:2]([CH3:9])[CH2:3][C:4]([O:6][CH2:7][CH3:8])=[O:5].[C:10](O)(=O)[CH3:11].[N:14]([O-])=O.[Na+].COC(OC)CC(=O)C.